From a dataset of Full USPTO retrosynthesis dataset with 1.9M reactions from patents (1976-2016). Predict the reactants needed to synthesize the given product. (1) Given the product [C:1]1([S:7]([N:10]2[C:14]3[N:15]=[C:16]([C:20]4[CH:25]=[CH:24][CH:23]=[CH:22][CH:21]=4)[N:17]=[C:18]([NH:34][CH2:33][C@H:32]([OH:39])[CH2:31][OH:30])[C:13]=3[CH:12]=[C:11]2[C:26]([OH:28])=[O:27])(=[O:9])=[O:8])[CH:6]=[CH:5][CH:4]=[CH:3][CH:2]=1, predict the reactants needed to synthesize it. The reactants are: [C:1]1([S:7]([N:10]2[C:14]3[N:15]=[C:16]([C:20]4[CH:25]=[CH:24][CH:23]=[CH:22][CH:21]=4)[N:17]=[C:18](Cl)[C:13]=3[CH:12]=[C:11]2[C:26]([O-:28])=[O:27])(=[O:9])=[O:8])[CH:6]=[CH:5][CH:4]=[CH:3][CH:2]=1.[Li+].[OH:30][CH:31](O)[CH2:32][CH2:33][NH2:34].Cl.CS(C)=[O:39]. (2) Given the product [OH:8][CH2:9][C@:10]12[CH2:26][CH2:25][C:24](=[N:27][O:28][C@H:29]3[CH2:33][CH2:32][NH:31][CH2:30]3)[CH2:23][C@@H:22]1[CH2:21][CH2:20][CH:19]1[CH:11]2[CH2:12][CH2:13][C@@:14]2([CH3:35])[CH:18]1[CH2:17][CH2:16][C:15]2=[O:34], predict the reactants needed to synthesize it. The reactants are: [Si]([O:8][CH2:9][C@:10]12[CH2:26][CH2:25][C:24](=[N:27][O:28][C@H:29]3[CH2:33][CH2:32][NH:31][CH2:30]3)[CH2:23][C@@H:22]1[CH2:21][CH2:20][CH:19]1[CH:11]2[CH2:12][CH2:13][C@@:14]2([CH3:35])[CH:18]1[CH2:17][CH2:16][C:15]2=[O:34])(C(C)(C)C)(C)C.CCCC[N+](CCCC)(CCCC)CCCC.[F-].[Si](OC[C@]12CCC(=O)C[C@@H]1CCC1C2CC[C@@]2(C)C1CCC2=O)(C(C)(C)C)(C)C. (3) Given the product [F:39][C:36]1[CH:37]=[CH:38][C:33]([C:31](=[O:32])[CH2:30][N:3]2[C:2](=[O:1])[C:7]([CH2:8][C:9]3[CH:10]=[CH:11][C:12]([C:15]4[C:16]([C:21]#[N:22])=[CH:17][CH:18]=[CH:19][CH:20]=4)=[CH:13][CH:14]=3)=[C:6]([CH2:23][CH2:24][CH3:25])[N:5]3[N:26]=[CH:27][N:28]=[C:4]23)=[CH:34][CH:35]=1, predict the reactants needed to synthesize it. The reactants are: [O:1]=[C:2]1[C:7]([CH2:8][C:9]2[CH:14]=[CH:13][C:12]([C:15]3[C:16]([C:21]#[N:22])=[CH:17][CH:18]=[CH:19][CH:20]=3)=[CH:11][CH:10]=2)=[C:6]([CH2:23][CH2:24][CH3:25])[N:5]2[N:26]=[CH:27][N:28]=[C:4]2[NH:3]1.Br[CH2:30][C:31]([C:33]1[CH:38]=[CH:37][C:36]([F:39])=[CH:35][CH:34]=1)=[O:32].C(=O)([O-])[O-].[K+].[K+].CN(C)C=O. (4) Given the product [C:29]1([C:28]2[CH2:23][O:24][CH:25]=[CH:26][CH:27]=2)[CH:34]=[CH:33][CH:32]=[CH:31][CH:30]=1, predict the reactants needed to synthesize it. The reactants are: [H-].[Na+].[I-].C[S+](C)C.FC(F)(F)C1C=C([C@H](O[C@@H:23]2[C@@H:28]([C:29]3[CH:34]=[CH:33][CH:32]=[CH:31][CH:30]=3)[C@H:27](C=O)[CH2:26][CH2:25][O:24]2)C)C=C(C(F)(F)F)C=1.O. (5) Given the product [C:14]([O:18][C:19]([N:21]1[CH2:25][CH2:24][C:23]([C:2]2[CH:3]=[N:4][CH:5]=[C:6]([Br:8])[CH:7]=2)([OH:26])[CH2:22]1)=[O:20])([CH3:17])([CH3:15])[CH3:16], predict the reactants needed to synthesize it. The reactants are: Br[C:2]1[CH:3]=[N:4][CH:5]=[C:6]([Br:8])[CH:7]=1.[Li]CCCC.[C:14]([O:18][C:19]([N:21]1[CH2:25][CH2:24][C:23](=[O:26])[CH2:22]1)=[O:20])([CH3:17])([CH3:16])[CH3:15].O. (6) Given the product [C:23]([O:22][C:20]([N:17]1[CH2:16][CH2:15][C:13]2([CH2:12][N:11]([C@H:7]3[C:8]4[C:4](=[CH:3][C:2]([C:53]5[CH:58]=[C:57]([CH3:59])[N:56]=[CH:55][N:54]=5)=[CH:10][CH:9]=4)[CH2:5][CH2:6]3)[CH2:14]2)[CH2:19][CH2:18]1)=[O:21])([CH3:25])([CH3:24])[CH3:26], predict the reactants needed to synthesize it. The reactants are: Br[C:2]1[CH:3]=[C:4]2[C:8](=[CH:9][CH:10]=1)[C@H:7]([N:11]1[CH2:14][C:13]3([CH2:19][CH2:18][N:17]([C:20]([O:22][C:23]([CH3:26])([CH3:25])[CH3:24])=[O:21])[CH2:16][CH2:15]3)[CH2:12]1)[CH2:6][CH2:5]2.C([O-])(=O)C.[K+].B1(B2OC(C)(C)C(C)(C)O2)OC(C)(C)C(C)(C)O1.[OH-].[Na+].Cl[C:53]1[CH:58]=[C:57]([CH3:59])[N:56]=[CH:55][N:54]=1.Cl. (7) Given the product [F:32][C:10]1[CH:9]=[C:8]([N:7]2[CH2:5][CH2:4][CH2:3][CH2:2]2)[CH:13]=[CH:12][C:11]=1[N:14]1[CH2:31][CH2:30][CH2:29][C@:16]2([C:20](=[O:21])[N:19]([C@H:22]3[CH2:23][CH2:24][C@H:25]([OH:28])[CH2:26][CH2:27]3)[CH2:18][CH2:17]2)[CH2:15]1, predict the reactants needed to synthesize it. The reactants are: I[CH2:2][CH2:3][CH2:4][CH2:5]I.[NH2:7][C:8]1[CH:13]=[CH:12][C:11]([N:14]2[CH2:31][CH2:30][CH2:29][C@:16]3([C:20](=[O:21])[N:19]([C@H:22]4[CH2:27][CH2:26][C@H:25]([OH:28])[CH2:24][CH2:23]4)[CH2:18][CH2:17]3)[CH2:15]2)=[C:10]([F:32])[CH:9]=1.[I-].[K+].C(O)(C(F)(F)F)=O. (8) Given the product [C:1]([C:5]1[N:6]=[C:7]([N:22]2[CH2:27][CH2:26][CH:24]([N:33]([CH3:34])[CH3:32])[CH2:23]2)[C:8]2[N:13]=[N:12][N:11]([CH2:14][C:15]3[CH:20]=[CH:19][CH:18]=[CH:17][C:16]=3[Cl:21])[C:9]=2[N:10]=1)([CH3:4])([CH3:3])[CH3:2], predict the reactants needed to synthesize it. The reactants are: [C:1]([C:5]1[N:6]=[C:7]([N:22]2[CH2:27][CH2:26]O[CH2:24][CH2:23]2)[C:8]2[N:13]=[N:12][N:11]([CH2:14][C:15]3[CH:20]=[CH:19][CH:18]=[CH:17][C:16]=3[Cl:21])[C:9]=2[N:10]=1)([CH3:4])([CH3:3])[CH3:2].C([C:32]1[N:33]=[C:34](Cl)C2N=NN(CC3C=CC=CC=3Cl)C=2N=1)(C)(C)C.CN(C)C1CCNC1. (9) Given the product [Br:8][CH2:16][C:13]1[CH:14]=[CH:15][C:10]([F:9])=[N:11][CH:12]=1, predict the reactants needed to synthesize it. The reactants are: C1C(=O)N([Br:8])C(=O)C1.[F:9][C:10]1[CH:15]=[CH:14][C:13]([CH3:16])=[CH:12][N:11]=1.